From a dataset of Full USPTO retrosynthesis dataset with 1.9M reactions from patents (1976-2016). Predict the reactants needed to synthesize the given product. (1) Given the product [N:1]1[C:9]2[CH:8]=[CH:7][N:6]=[CH:5][C:4]=2[N:3]([C:10]2[S:14][C:13]([C:15]([NH2:32])=[O:17])=[C:12]([O:19][CH:20]([C:22]3[CH:27]=[CH:26][CH:25]=[CH:24][C:23]=3[C:28]([F:29])([F:30])[F:31])[CH3:21])[CH:11]=2)[CH:2]=1, predict the reactants needed to synthesize it. The reactants are: [N:1]1[C:9]2[CH:8]=[CH:7][N:6]=[CH:5][C:4]=2[N:3]([C:10]2[S:14][C:13]([C:15]([O:17]C)=O)=[C:12]([O:19][CH:20]([C:22]3[CH:27]=[CH:26][CH:25]=[CH:24][C:23]=3[C:28]([F:31])([F:30])[F:29])[CH3:21])[CH:11]=2)[CH:2]=1.[NH3:32]. (2) Given the product [C:19]([C:9]1[CH:10]=[N:11][C:12]2[C:17]([C:8]=1[C:4]1[CH:3]=[C:2]([NH:1][CH2:37][C:34]3[CH:33]=[CH:32][C:31]([CH2:30][C:29]([OH:39])=[O:28])=[CH:36][CH:35]=3)[CH:7]=[CH:6][CH:5]=1)=[CH:16][CH:15]=[CH:14][C:13]=2[CH3:18])(=[O:20])[C:21]1[CH:26]=[CH:25][CH:24]=[CH:23][CH:22]=1, predict the reactants needed to synthesize it. The reactants are: [NH2:1][C:2]1[CH:3]=[C:4]([C:8]2[C:17]3[C:12](=[C:13]([CH3:18])[CH:14]=[CH:15][CH:16]=3)[N:11]=[CH:10][C:9]=2[C:19]([C:21]2[CH:26]=[CH:25][CH:24]=[CH:23][CH:22]=2)=[O:20])[CH:5]=[CH:6][CH:7]=1.C[O:28][C:29](=[O:39])[CH2:30][C:31]1[CH:36]=[CH:35][C:34]([CH:37]=O)=[CH:33][CH:32]=1. (3) Given the product [CH:4]12[O:37][CH:3]1[CH2:2][N:1]([C:6]1[N:11]=[C:10]([C:12]3[CH:17]=[CH:16][C:15]([O:18][C:19]4[CH:24]=[CH:23][C:22]([F:25])=[CH:21][CH:20]=4)=[CH:14][CH:13]=3)[N:9]=[C:8]([C:26]([NH2:28])=[O:27])[CH:7]=1)[CH2:5]2, predict the reactants needed to synthesize it. The reactants are: [N:1]1([C:6]2[N:11]=[C:10]([C:12]3[CH:17]=[CH:16][C:15]([O:18][C:19]4[CH:24]=[CH:23][C:22]([F:25])=[CH:21][CH:20]=4)=[CH:14][CH:13]=3)[N:9]=[C:8]([C:26]([NH2:28])=[O:27])[CH:7]=2)[CH2:5][CH:4]=[CH:3][CH2:2]1.C1C=C(Cl)C=C(C(OO)=[O:37])C=1. (4) The reactants are: O.C[N+]1([O-])CCOCC1.[Cl:10][CH:11]=[C:12]1[CH:18]=[CH:17][C:16]2[CH:19]=[C:20]([CH2:23][OH:24])[CH:21]=[CH:22][C:15]=2[O:14][CH2:13]1. Given the product [Cl:10][CH:11]=[C:12]1[CH:18]=[CH:17][C:16]2[CH:19]=[C:20]([CH:23]=[O:24])[CH:21]=[CH:22][C:15]=2[O:14][CH2:13]1, predict the reactants needed to synthesize it. (5) Given the product [CH2:23]([C:30]1[S:31][C:17]([CH3:18])=[C:33]([CH3:32])[C:34]=1[C:9]([C:8]1[CH:12]=[CH:13][C:14]([O:15][CH3:16])=[C:6]([CH:1]2[CH2:2][CH2:3][CH2:4][CH2:5]2)[CH:7]=1)=[O:11])[C:24]1[CH:29]=[CH:28][CH:27]=[CH:26][CH:25]=1, predict the reactants needed to synthesize it. The reactants are: [CH:1]1([C:6]2[CH:7]=[C:8]([CH:12]=[CH:13][C:14]=2[O:15][CH3:16])[C:9]([OH:11])=O)[CH2:5][CH2:4][CH2:3][CH2:2]1.[C:17](Cl)(=O)[C:18](Cl)=O.[CH2:23]([C:30]1(C)[CH:34](C)[CH:33]=[CH:32][S:31]1)[C:24]1[CH:29]=[CH:28][CH:27]=[CH:26][CH:25]=1. (6) Given the product [Cl:1][C:2]1[CH:7]=[CH:6][C:5]([S:8]([Cl:16])(=[O:10])=[O:9])=[CH:4][C:3]=1[S:12][CH3:13], predict the reactants needed to synthesize it. The reactants are: [Cl:1][C:2]1[CH:7]=[CH:6][C:5]([S:8](O)(=[O:10])=[O:9])=[CH:4][C:3]=1[S:12][CH3:13].S(Cl)([Cl:16])=O. (7) Given the product [F:26][CH:27]([F:36])[O:28][C:29]1[CH:30]=[CH:31][C:32]([NH:35][C:21]([C:19]2[N:20]=[C:16]([CH2:15][O:14][C:13]3[CH:12]=[CH:11][C:10]([CH2:9][CH2:8][CH2:7][CH2:6][N:1]4[CH:5]=[CH:4][N:3]=[N:2]4)=[CH:25][CH:24]=3)[O:17][CH:18]=2)=[O:23])=[CH:33][CH:34]=1, predict the reactants needed to synthesize it. The reactants are: [N:1]1([CH2:6][CH2:7][CH2:8][CH2:9][C:10]2[CH:25]=[CH:24][C:13]([O:14][CH2:15][C:16]3[O:17][CH:18]=[C:19]([C:21]([OH:23])=O)[N:20]=3)=[CH:12][CH:11]=2)[CH:5]=[CH:4][N:3]=[N:2]1.[F:26][CH:27]([F:36])[O:28][C:29]1[CH:34]=[CH:33][C:32]([NH2:35])=[CH:31][CH:30]=1. (8) The reactants are: [CH:1]1([CH2:4][C:5]2([C:18]([O:20]C)=[O:19])[CH2:10][CH2:9][N:8]([C:11]([O:13][C:14]([CH3:17])([CH3:16])[CH3:15])=[O:12])[CH2:7][CH2:6]2)[CH2:3][CH2:2]1.[OH-].[K+]. Given the product [C:14]([O:13][C:11]([N:8]1[CH2:9][CH2:10][C:5]([CH2:4][CH:1]2[CH2:2][CH2:3]2)([C:18]([OH:20])=[O:19])[CH2:6][CH2:7]1)=[O:12])([CH3:17])([CH3:15])[CH3:16], predict the reactants needed to synthesize it. (9) Given the product [CH3:34][C@H:32]1[O:33][C@@H:28]([CH3:27])[CH2:29][N:30]([C:24]([C@H:22]2[CH2:21][CH2:20][C:19]3[C:12]4[C:11]([NH:10][C:8]5[CH:9]=[C:4]6[CH:3]=[N:2][NH:1][C:5]6=[CH:6][N:7]=5)=[N:16][CH:15]=[N:14][C:13]=4[S:17][C:18]=3[CH2:23]2)=[O:25])[CH2:31]1, predict the reactants needed to synthesize it. The reactants are: [NH:1]1[C:5]2=[CH:6][N:7]=[C:8]([NH:10][C:11]3[C:12]4[C:19]5[CH2:20][CH2:21][C@H:22]([C:24](O)=[O:25])[CH2:23][C:18]=5[S:17][C:13]=4[N:14]=[CH:15][N:16]=3)[CH:9]=[C:4]2[CH:3]=[N:2]1.[CH3:27][C@H:28]1[O:33][C@@H:32]([CH3:34])[CH2:31][NH:30][CH2:29]1. (10) Given the product [CH3:3][N:4]1[C:9]2=[CH:10][N:11]([CH2:23][O:22][CH2:21][CH2:20][Si:17]([CH3:19])([CH3:18])[CH3:16])[CH:12]=[C:8]2[C:7](=[O:13])[N:6]([CH3:14])[C:5]1=[O:15], predict the reactants needed to synthesize it. The reactants are: [H-].[Na+].[CH3:3][N:4]1[C:9]2=[CH:10][NH:11][CH:12]=[C:8]2[C:7](=[O:13])[N:6]([CH3:14])[C:5]1=[O:15].[CH3:16][Si:17]([CH2:20][CH2:21][O:22][CH2:23]Cl)([CH3:19])[CH3:18].